From a dataset of Reaction yield outcomes from USPTO patents with 853,638 reactions. Predict the reaction yield, written as a fraction of the theoretical maximum amount of product (1.0 means a 100% yield; for example, 0.34 means a 34% yield). (1) The reactants are [CH2:1]([N:4]1[C:12](=[O:13])[C:11]2[NH:10][C:9]([C:14]3[CH:15]=[N:16][N:17]([CH2:19][C:20]#[CH:21])[CH:18]=3)=[N:8][C:7]=2[N:6]([CH2:22][CH2:23][CH3:24])[C:5]1=[O:25])[CH2:2][CH3:3].I[C:27]1[CH:32]=[CH:31][C:30]([S:33]([NH2:36])(=[O:35])=[O:34])=[CH:29][CH:28]=1.C(N(CC)CC)C. The catalyst is [Cu](I)I.Cl[Pd](Cl)([P](C1C=CC=CC=1)(C1C=CC=CC=1)C1C=CC=CC=1)[P](C1C=CC=CC=1)(C1C=CC=CC=1)C1C=CC=CC=1.CN(C=O)C. The product is [O:25]=[C:5]1[N:6]([CH2:22][CH2:23][CH3:24])[C:7]2[N:8]=[C:9]([C:14]3[CH:15]=[N:16][N:17]([CH2:19][C:20]#[C:21][C:27]4[CH:32]=[CH:31][C:30]([S:33]([NH2:36])(=[O:35])=[O:34])=[CH:29][CH:28]=4)[CH:18]=3)[NH:10][C:11]=2[C:12](=[O:13])[N:4]1[CH2:1][CH2:2][CH3:3]. The yield is 0.0200. (2) The reactants are [CH2:1]([O:3][C:4]([C:6]1([NH:15][C:16](=[O:25])[C:17]2[CH:22]=[CH:21][CH:20]=[C:19]([CH3:23])[C:18]=2I)[CH2:14][C:13]2[C:8](=[CH:9][CH:10]=[CH:11][CH:12]=2)[CH2:7]1)=[O:5])[CH3:2].[C:26]1(B2OC(C)(C)C(C)(C)O2)[CH2:31][CH2:30][CH2:29][CH2:28][CH:27]=1.C([O-])([O-])=O.[K+].[K+]. The catalyst is CCO.O1CCOCC1.[Pd]. The product is [CH2:1]([O:3][C:4]([C:6]1([NH:15][C:16](=[O:25])[C:17]2[CH:22]=[CH:21][CH:20]=[C:19]([CH3:23])[C:18]=2[C:26]2[CH2:31][CH2:30][CH2:29][CH2:28][CH:27]=2)[CH2:14][C:13]2[C:8](=[CH:9][CH:10]=[CH:11][CH:12]=2)[CH2:7]1)=[O:5])[CH3:2]. The yield is 0.220. (3) The reactants are [CH3:1][O:2][C:3](=[O:23])[NH:4][CH:5]([C:9]([N:11]1[CH2:15][CH2:14][CH2:13][CH:12]1[C:16]1[NH:17][C:18]([C:21]#[CH:22])=[CH:19][N:20]=1)=[O:10])[CH:6]([CH3:8])[CH3:7].[CH3:24][O:25][C:26](=[O:55])[NH:27][CH:28]([C:32]([N:34]1[CH2:38][CH2:37][CH2:36][CH:35]1[C:39]1[NH:43][C:42]2[CH:44]=[C:45]([C:48]3[CH:53]=[CH:52][C:51](Br)=[CH:50][CH:49]=3)[CH:46]=[CH:47][C:41]=2[N:40]=1)=[O:33])[CH:29]([CH3:31])[CH3:30].C(N(CC)CC)C.O. The catalyst is CN(C=O)C.C1C=CC([P]([Pd]([P](C2C=CC=CC=2)(C2C=CC=CC=2)C2C=CC=CC=2)([P](C2C=CC=CC=2)(C2C=CC=CC=2)C2C=CC=CC=2)[P](C2C=CC=CC=2)(C2C=CC=CC=2)C2C=CC=CC=2)(C2C=CC=CC=2)C2C=CC=CC=2)=CC=1.[Cu]I. The product is [CH3:24][O:25][C:26](=[O:55])[NH:27][CH:28]([C:32]([N:34]1[CH2:38][CH2:37][CH2:36][CH:35]1[C:39]1[NH:43][C:42]2[CH:44]=[C:45]([C:48]3[CH:53]=[CH:52][C:51]([C:22]#[C:21][C:18]4[NH:17][C:16]([CH:12]5[CH2:13][CH2:14][CH2:15][N:11]5[C:9](=[O:10])[CH:5]([NH:4][C:3]([O:2][CH3:1])=[O:23])[CH:6]([CH3:8])[CH3:7])=[N:20][CH:19]=4)=[CH:50][CH:49]=3)[CH:46]=[CH:47][C:41]=2[N:40]=1)=[O:33])[CH:29]([CH3:31])[CH3:30]. The yield is 0.110.